The task is: Predict the product of the given reaction.. This data is from Forward reaction prediction with 1.9M reactions from USPTO patents (1976-2016). (1) Given the reactants I[C:2]1[CH:3]=[C:4]([C:20]([NH:22][CH2:23][C:24]2[CH:29]=[CH:28][C:27]([S:30]([CH3:33])(=[O:32])=[O:31])=[CH:26][CH:25]=2)=[O:21])[C:5](=[O:19])[N:6]([C:9]2[CH:14]=[CH:13][CH:12]=[C:11]([C:15]([F:18])([F:17])[F:16])[CH:10]=2)[C:7]=1[CH3:8].C(N(CC)CC)C.C([O:43][CH:44]=[CH:45][CH3:46])C, predict the reaction product. The product is: [CH3:8][C:7]1[N:6]([C:9]2[CH:14]=[CH:13][CH:12]=[C:11]([C:15]([F:16])([F:17])[F:18])[CH:10]=2)[C:5](=[O:19])[C:4]([C:20]([NH:22][CH2:23][C:24]2[CH:29]=[CH:28][C:27]([S:30]([CH3:33])(=[O:31])=[O:32])=[CH:26][CH:25]=2)=[O:21])=[CH:3][C:2]=1[C:44](=[O:43])[CH2:45][CH3:46]. (2) The product is: [F:61][C:22]([F:21])([F:60])[C:23]1[CH:24]=[C:25]([C@H:33]2[O:37][C:36](=[O:38])[N:35]([CH2:39][C:40]3[CH:45]=[C:44]([C:46]([F:47])([F:48])[F:49])[CH:43]=[CH:42][C:41]=3[C:5]3[CH:4]=[C:3]([C:10]4[CH:15]=[CH:14][C:13]([C:16]([O:18][CH3:19])=[O:17])=[CH:12][C:11]=4[CH3:20])[C:2]([F:1])=[CH:7][C:6]=3[F:8])[C@H:34]2[CH3:59])[CH:26]=[C:27]([C:29]([F:30])([F:32])[F:31])[CH:28]=1. Given the reactants [F:1][C:2]1[CH:7]=[C:6]([F:8])[C:5](I)=[CH:4][C:3]=1[C:10]1[CH:15]=[CH:14][C:13]([C:16]([O:18][CH3:19])=[O:17])=[CH:12][C:11]=1[CH3:20].[F:21][C:22]([F:61])([F:60])[C:23]1[CH:24]=[C:25]([C@H:33]2[O:37][C:36](=[O:38])[N:35]([CH2:39][C:40]3[CH:45]=[C:44]([C:46]([F:49])([F:48])[F:47])[CH:43]=[CH:42][C:41]=3B3OC(C)(C)C(C)(C)O3)[C@H:34]2[CH3:59])[CH:26]=[C:27]([C:29]([F:32])([F:31])[F:30])[CH:28]=1.C.C(=O)([O-])[O-].[Na+].[Na+], predict the reaction product. (3) The product is: [NH2:16][C:17]1[CH:25]=[CH:24][C:23]([O:26][C:27]([F:28])([F:29])[F:30])=[CH:22][C:18]=1[C:19]([NH:9][NH:8][C:6]1[CH:7]=[C:2]([Cl:1])[CH:3]=[CH:4][C:5]=1[S:10]([CH:13]([CH3:15])[CH3:14])(=[O:12])=[O:11])=[O:20]. Given the reactants [Cl:1][C:2]1[CH:3]=[CH:4][C:5]([S:10]([CH:13]([CH3:15])[CH3:14])(=[O:12])=[O:11])=[C:6]([NH:8][NH2:9])[CH:7]=1.[NH2:16][C:17]1[CH:25]=[CH:24][C:23]([O:26][C:27]([F:30])([F:29])[F:28])=[CH:22][C:18]=1[C:19](O)=[O:20].BrC1C(C)=CC(C(NNC2C=C(Cl)C=CC=2SCC)=O)=C([N+]([O-])=O)C=1, predict the reaction product. (4) Given the reactants Cl[C:2]1[CH:7]=[CH:6][N:5]=[C:4]2[CH:8]=[C:9]([C:11]3[N:12]=[C:13]([CH2:18][N:19]([CH3:21])[CH3:20])[N:14]([CH2:16][CH3:17])[CH:15]=3)[S:10][C:3]=12.[F:22][C:23]1[CH:28]=[C:27]([N+:29]([O-:31])=[O:30])[CH:26]=[CH:25][C:24]=1[OH:32].C(N1C=C(C2SC3C(=NC=CC=3OC3C=CC([N+]([O-])=O)=CC=3F)C=2)N=C1)C, predict the reaction product. The product is: [CH2:16]([N:14]1[CH:15]=[C:11]([C:9]2[S:10][C:3]3[C:4](=[N:5][CH:6]=[CH:7][C:2]=3[O:32][C:24]3[CH:25]=[CH:26][C:27]([N+:29]([O-:31])=[O:30])=[CH:28][C:23]=3[F:22])[CH:8]=2)[N:12]=[C:13]1[CH2:18][N:19]([CH3:21])[CH3:20])[CH3:17].